This data is from Catalyst prediction with 721,799 reactions and 888 catalyst types from USPTO. The task is: Predict which catalyst facilitates the given reaction. Reactant: [CH3:1][C:2]1[O:6][N:5]=[C:4]([C:7]2[CH:12]=[CH:11][CH:10]=[CH:9][CH:8]=2)[C:3]=1[CH2:13][O:14][C:15]1[CH:23]=[CH:22][C:18]([C:19]([OH:21])=O)=[CH:17][N:16]=1.F[B-](F)(F)F.N1(OC(N(C)C)=[N+](C)C)C2C=CC=CC=2N=N1.C(N(CC)C(C)C)(C)C.[F:55][C:56]([F:60])([F:59])[CH2:57][NH2:58]. Product: [CH3:1][C:2]1[O:6][N:5]=[C:4]([C:7]2[CH:8]=[CH:9][CH:10]=[CH:11][CH:12]=2)[C:3]=1[CH2:13][O:14][C:15]1[CH:23]=[CH:22][C:18]([C:19]([NH:58][CH2:57][C:56]([F:60])([F:59])[F:55])=[O:21])=[CH:17][N:16]=1. The catalyst class is: 3.